From a dataset of NCI-60 drug combinations with 297,098 pairs across 59 cell lines. Regression. Given two drug SMILES strings and cell line genomic features, predict the synergy score measuring deviation from expected non-interaction effect. (1) Drug 1: C1CCC(C1)C(CC#N)N2C=C(C=N2)C3=C4C=CNC4=NC=N3. Drug 2: C1CC(=O)NC(=O)C1N2C(=O)C3=CC=CC=C3C2=O. Cell line: HOP-62. Synergy scores: CSS=5.63, Synergy_ZIP=0.126, Synergy_Bliss=3.27, Synergy_Loewe=1.83, Synergy_HSA=1.61. (2) Drug 1: C1=CC(=CC=C1CC(C(=O)O)N)N(CCCl)CCCl.Cl. Drug 2: CC1=C(C(=O)C2=C(C1=O)N3CC4C(C3(C2COC(=O)N)OC)N4)N. Cell line: HCC-2998. Synergy scores: CSS=18.9, Synergy_ZIP=-6.86, Synergy_Bliss=-10.8, Synergy_Loewe=-19.3, Synergy_HSA=-10.00. (3) Drug 1: CCCS(=O)(=O)NC1=C(C(=C(C=C1)F)C(=O)C2=CNC3=C2C=C(C=N3)C4=CC=C(C=C4)Cl)F. Drug 2: CN1CCC(CC1)COC2=C(C=C3C(=C2)N=CN=C3NC4=C(C=C(C=C4)Br)F)OC. Cell line: U251. Synergy scores: CSS=13.5, Synergy_ZIP=0.261, Synergy_Bliss=1.23, Synergy_Loewe=-4.23, Synergy_HSA=1.74. (4) Drug 1: CC1CCC2CC(C(=CC=CC=CC(CC(C(=O)C(C(C(=CC(C(=O)CC(OC(=O)C3CCCCN3C(=O)C(=O)C1(O2)O)C(C)CC4CCC(C(C4)OC)OCCO)C)C)O)OC)C)C)C)OC. Drug 2: N.N.Cl[Pt+2]Cl. Cell line: K-562. Synergy scores: CSS=13.8, Synergy_ZIP=0.589, Synergy_Bliss=-0.104, Synergy_Loewe=-4.57, Synergy_HSA=-3.19. (5) Drug 1: CN1CCC(CC1)COC2=C(C=C3C(=C2)N=CN=C3NC4=C(C=C(C=C4)Br)F)OC. Drug 2: CN1C2=C(C=C(C=C2)N(CCCl)CCCl)N=C1CCCC(=O)O.Cl. Cell line: K-562. Synergy scores: CSS=44.0, Synergy_ZIP=3.65, Synergy_Bliss=6.48, Synergy_Loewe=-20.9, Synergy_HSA=5.31. (6) Drug 1: C1CC(=O)NC(=O)C1N2CC3=C(C2=O)C=CC=C3N. Drug 2: CCC1=CC2CC(C3=C(CN(C2)C1)C4=CC=CC=C4N3)(C5=C(C=C6C(=C5)C78CCN9C7C(C=CC9)(C(C(C8N6C)(C(=O)OC)O)OC(=O)C)CC)OC)C(=O)OC.C(C(C(=O)O)O)(C(=O)O)O. Cell line: HCT116. Synergy scores: CSS=13.1, Synergy_ZIP=-0.431, Synergy_Bliss=-4.68, Synergy_Loewe=-1.98, Synergy_HSA=-2.28. (7) Cell line: MDA-MB-435. Drug 1: C1CC(C1)(C(=O)O)C(=O)O.[NH2-].[NH2-].[Pt+2]. Drug 2: C1CN(CCN1C(=O)CCBr)C(=O)CCBr. Synergy scores: CSS=7.57, Synergy_ZIP=-2.96, Synergy_Bliss=-1.81, Synergy_Loewe=-0.702, Synergy_HSA=-0.906. (8) Drug 1: CCC1=CC2CC(C3=C(CN(C2)C1)C4=CC=CC=C4N3)(C5=C(C=C6C(=C5)C78CCN9C7C(C=CC9)(C(C(C8N6C)(C(=O)OC)O)OC(=O)C)CC)OC)C(=O)OC.C(C(C(=O)O)O)(C(=O)O)O. Drug 2: CCC1=C2CN3C(=CC4=C(C3=O)COC(=O)C4(CC)O)C2=NC5=C1C=C(C=C5)O. Cell line: DU-145. Synergy scores: CSS=47.3, Synergy_ZIP=-2.68, Synergy_Bliss=-4.35, Synergy_Loewe=-28.7, Synergy_HSA=-2.76.